The task is: Predict the product of the given reaction.. This data is from Forward reaction prediction with 1.9M reactions from USPTO patents (1976-2016). (1) Given the reactants [CH2:1]([O:3][C:4]([C:6]1[C:7](Cl)=[N:8][C:9]([S:12][CH3:13])=[N:10][CH:11]=1)=[O:5])[CH3:2].C(N(CC)CC)C.Cl.[O:23]1[CH2:28][CH2:27][CH:26]([NH2:29])[CH2:25][CH2:24]1, predict the reaction product. The product is: [CH2:1]([O:3][C:4]([C:6]1[C:7]([NH:29][CH:26]2[CH2:27][CH2:28][O:23][CH2:24][CH2:25]2)=[N:8][C:9]([S:12][CH3:13])=[N:10][CH:11]=1)=[O:5])[CH3:2]. (2) The product is: [N:11]1[C:6]([C:5]2[O:28][C:18]([C:19]3[CH:27]=[CH:26][C:22]([C:23]4[O:24][C:5]([C:6]5[N:11]=[C:10]([C:12]6[CH:17]=[CH:16][CH:15]=[CH:14][N:13]=6)[CH:9]=[CH:8][CH:7]=5)=[N:4][N:3]=4)=[CH:21][CH:20]=3)=[N:3][N:4]=2)=[CH:7][CH:8]=[CH:9][C:10]=1[C:12]1[CH:17]=[CH:16][CH:15]=[CH:14][N:13]=1. Given the reactants N1N[N:3]=[N:4][C:5]=1[C:6]1[N:11]=[C:10]([C:12]2[CH:17]=[CH:16][CH:15]=[CH:14][N:13]=2)[CH:9]=[CH:8][CH:7]=1.[C:18](Cl)(=[O:28])[C:19]1[CH:27]=[CH:26][C:22]([C:23](Cl)=[O:24])=[CH:21][CH:20]=1.O, predict the reaction product. (3) Given the reactants [C:1]([N:4]1[C:9]2=[CH:10][CH:11]=[C:12]3[C:17]([N:16]=[C:15]([CH:18]([CH3:20])[CH3:19])[N:14]([C:21]4[CH:26]=[CH:25][C:24]([Cl:27])=[CH:23][CH:22]=4)[C:13]3=[O:28])=[C:8]2[CH:7]([C:29]([CH3:31])=[CH2:30])[CH2:6][CH2:5]1)(=[O:3])[CH3:2], predict the reaction product. The product is: [C:1]([N:4]1[C:9]2=[CH:10][CH:11]=[C:12]3[C:17]([N:16]=[C:15]([CH:18]([CH3:20])[CH3:19])[N:14]([C:21]4[CH:22]=[CH:23][C:24]([Cl:27])=[CH:25][CH:26]=4)[C:13]3=[O:28])=[C:8]2[CH:7]([CH:29]([CH3:31])[CH3:30])[CH2:6][CH2:5]1)(=[O:3])[CH3:2]. (4) Given the reactants [Br:1][C:2]1[CH:7]=[C:6]([Cl:8])[CH:5]=[CH:4][C:3]=1[OH:9].[F:10][C:11]([F:22])([F:21])[CH2:12]OS(C(F)(F)F)(=O)=O.C(=O)([O-])[O-].[K+].[K+], predict the reaction product. The product is: [Br:1][C:2]1[CH:7]=[C:6]([Cl:8])[CH:5]=[CH:4][C:3]=1[O:9][CH2:12][C:11]([F:22])([F:21])[F:10]. (5) Given the reactants [CH2:1]([C:8]1[CH:9]=[C:10]([C:21](=[O:23])[CH3:22])[CH:11]=[C:12]([N:14]2[CH2:19][CH2:18][N:17]([CH3:20])[CH2:16][CH2:15]2)[CH:13]=1)[C:2]1[CH:7]=[CH:6][CH:5]=[CH:4][CH:3]=1.[CH3:24][C:25]1[CH:30]=[CH:29][N:28]=[C:27]([C:31](OC)=[O:32])[CH:26]=1.[Na].[O-]CC, predict the reaction product. The product is: [CH2:1]([C:8]1[CH:9]=[C:10]([C:21](=[O:23])[CH2:22][C:31]([C:27]2[CH:26]=[C:25]([CH3:24])[CH:30]=[CH:29][N:28]=2)=[O:32])[CH:11]=[C:12]([N:14]2[CH2:19][CH2:18][N:17]([CH3:20])[CH2:16][CH2:15]2)[CH:13]=1)[C:2]1[CH:3]=[CH:4][CH:5]=[CH:6][CH:7]=1.